From a dataset of Full USPTO retrosynthesis dataset with 1.9M reactions from patents (1976-2016). Predict the reactants needed to synthesize the given product. (1) Given the product [C:1]([O:5][C:6]([N:8]1[C:12](=[O:13])[C:11]2([CH2:18][CH2:17][N:16]([S:19]([CH2:22][CH2:23][C:24]3[CH:29]=[CH:28][C:27]([C:30]([O:32][C:33]([CH3:34])([CH3:36])[CH3:35])=[O:31])=[CH:26][C:25]=3[CH3:37])(=[O:21])=[O:20])[CH2:15][CH2:14]2)[N:10]=[C:9]1[C:38]1[CH:43]=[C:42]([C:44]([F:46])([F:47])[F:45])[CH:41]=[C:40]([O:48][CH2:64][CH2:63][O:62][CH2:61][CH2:60][O:59][CH2:58][CH2:57][N:55]([C:54]([O:53][C:49]([CH3:50])([CH3:52])[CH3:51])=[O:66])[CH3:56])[CH:39]=1)=[O:7])([CH3:2])([CH3:3])[CH3:4], predict the reactants needed to synthesize it. The reactants are: [C:1]([O:5][C:6]([N:8]1[C:12](=[O:13])[C:11]2([CH2:18][CH2:17][N:16]([S:19]([CH2:22][CH2:23][C:24]3[CH:29]=[CH:28][C:27]([C:30]([O:32][C:33]([CH3:36])([CH3:35])[CH3:34])=[O:31])=[CH:26][C:25]=3[CH3:37])(=[O:21])=[O:20])[CH2:15][CH2:14]2)[N:10]=[C:9]1[C:38]1[CH:43]=[C:42]([C:44]([F:47])([F:46])[F:45])[CH:41]=[C:40]([OH:48])[CH:39]=1)=[O:7])([CH3:4])([CH3:3])[CH3:2].[C:49]([O:53][C:54](=[O:66])[N:55]([CH2:57][CH2:58][O:59][CH2:60][CH2:61][O:62][CH2:63][CH2:64]O)[CH3:56])([CH3:52])([CH3:51])[CH3:50].C1(P(C2C=CC=CC=2)C2C=CC=CC=2)C=CC=CC=1.CN(C(/N=N/C(N(C)C)=O)=O)C. (2) Given the product [CH3:31][O:30][C:27]1[CH:26]=[CH:25][C:24]([S:21]([C:6]2([C:4]([OH:5])=[O:3])[CH2:7][CH2:8][N:9]([CH2:12][C:13]3[CH:14]=[CH:15][C:16]([O:19][CH3:20])=[CH:17][CH:18]=3)[CH2:10][CH2:11]2)(=[O:22])=[O:23])=[CH:29][CH:28]=1, predict the reactants needed to synthesize it. The reactants are: C([O:3][C:4]([C:6]1([S:21]([C:24]2[CH:29]=[CH:28][C:27]([O:30][CH3:31])=[CH:26][CH:25]=2)(=[O:23])=[O:22])[CH2:11][CH2:10][N:9]([CH2:12][C:13]2[CH:18]=[CH:17][C:16]([O:19][CH3:20])=[CH:15][CH:14]=2)[CH2:8][CH2:7]1)=[O:5])C.[OH-].[Na+]. (3) Given the product [F:16][C:10]1[CH:11]=[C:12]([F:15])[CH:13]=[CH:14][C:9]=1[O:8][C:7]1[C:2]([C:27]2[CH:26]=[C:25]([CH3:38])[C:24](=[O:39])[N:23]([CH3:22])[CH:28]=2)=[N:3][C:4]([CH2:17][S:18]([CH3:21])(=[O:20])=[O:19])=[N:5][CH:6]=1, predict the reactants needed to synthesize it. The reactants are: Cl[C:2]1[C:7]([O:8][C:9]2[CH:14]=[CH:13][C:12]([F:15])=[CH:11][C:10]=2[F:16])=[CH:6][N:5]=[C:4]([CH2:17][S:18]([CH3:21])(=[O:20])=[O:19])[N:3]=1.[CH3:22][N:23]1[CH:28]=[C:27](B2OC(C)(C)C(C)(C)O2)[CH:26]=[C:25]([CH3:38])[C:24]1=[O:39]. (4) Given the product [CH2:32]([O:31][C@@H:5]([CH2:6][C:7]1[CH:8]=[CH:9][C:10]([O:13][CH2:14][CH2:15][C:16]2[CH:21]=[CH:20][C:19]([S:22]([C:25]3[CH:30]=[CH:29][CH:28]=[CH:27][CH:26]=3)(=[O:23])=[O:24])=[CH:18][CH:17]=2)=[CH:11][CH:12]=1)[C:4]([OH:34])=[O:3])[CH3:33], predict the reactants needed to synthesize it. The reactants are: C([O:3][C:4](=[O:34])[C@@H:5]([O:31][CH2:32][CH3:33])[CH2:6][C:7]1[CH:12]=[CH:11][C:10]([O:13][CH2:14][CH2:15][C:16]2[CH:21]=[CH:20][C:19]([S:22]([C:25]3[CH:30]=[CH:29][CH:28]=[CH:27][CH:26]=3)(=[O:24])=[O:23])=[CH:18][CH:17]=2)=[CH:9][CH:8]=1)C.[OH-].[Li+].Cl.C(#N)C. (5) Given the product [CH:1]([C:6]1[CH:7]=[CH:8][C:9]([S:12]([NH:22][C:20]2[N:19]([C:23]3[CH:32]=[CH:31][CH:30]=[C:29]4[C:24]=3[CH:25]=[CH:26][CH:27]=[N:28]4)[N:18]=[C:17]([CH3:16])[CH:21]=2)(=[O:13])=[O:14])=[CH:10][CH:11]=1)([CH3:3])[CH3:4], predict the reactants needed to synthesize it. The reactants are: [C:1]([C:6]1[CH:11]=[CH:10][C:9]([S:12](Cl)(=[O:14])=[O:13])=[CH:8][CH:7]=1)([CH2:4]C)([CH3:3])C.[CH3:16][C:17]1[CH:21]=[C:20]([NH2:22])[N:19]([C:23]2[CH:32]=[CH:31][CH:30]=[C:29]3[C:24]=2[CH:25]=[CH:26][CH:27]=[N:28]3)[N:18]=1.ClCCl. (6) The reactants are: [BH4-].[Na+].[CH2:3]([N:10]1[CH2:15][CH2:14][C:13](=[O:16])[CH:12]([C:17]([F:20])([F:19])[F:18])[CH2:11]1)[C:4]1[CH:9]=[CH:8][CH:7]=[CH:6][CH:5]=1. Given the product [CH2:3]([N:10]1[CH2:15][CH2:14][CH:13]([OH:16])[CH:12]([C:17]([F:20])([F:18])[F:19])[CH2:11]1)[C:4]1[CH:5]=[CH:6][CH:7]=[CH:8][CH:9]=1, predict the reactants needed to synthesize it. (7) Given the product [Br:1][C:2]1[CH:6]=[N:5][N:4]([CH3:7])[C:3]=1[C:8]1[CH:9]=[C:10]([NH:16][C:26]([NH:25][C:21]2[CH:22]=[CH:23][CH:24]=[C:19]([C:18]([F:17])([F:28])[F:29])[CH:20]=2)=[O:27])[CH:11]=[CH:12][C:13]=1[O:14][CH3:15], predict the reactants needed to synthesize it. The reactants are: [Br:1][C:2]1[CH:6]=[N:5][N:4]([CH3:7])[C:3]=1[C:8]1[CH:9]=[C:10]([NH2:16])[CH:11]=[CH:12][C:13]=1[O:14][CH3:15].[F:17][C:18]([F:29])([F:28])[C:19]1[CH:24]=[CH:23][CH:22]=[C:21]([N:25]=[C:26]=[O:27])[CH:20]=1. (8) Given the product [C:22]([OH:23])(=[O:34])[C:21]1[CH:16]=[CH:17][CH:18]=[CH:19][CH:20]=1, predict the reactants needed to synthesize it. The reactants are: ClC1C([C@@H](N2[C:22](=[O:23])[C:21]3[C:16](=[CH:17][CH:18]=[CH:19][CH:20]=3)C2=O)C)=CC2C(=CC(F)=CC=2)N=1.FC1C=C(B(O)[OH:34])C=CC=1.C(=O)([O-])[O-].[Na+].[Na+].N#N. (9) Given the product [C:45]([C:49]1[CH:66]=[CH:65][C:52]([CH2:53][N:54]([CH2:55][CH:56]([C:58]2[CH:59]=[CH:60][C:61]([Cl:64])=[CH:62][CH:63]=2)[OH:57])[C:11]([C:9]2[CH:10]=[C:2]([Cl:1])[CH:3]=[C:4]3[C:8]=2[NH:7][CH:6]=[CH:5]3)=[O:13])=[CH:51][CH:50]=1)([CH3:48])([CH3:46])[CH3:47], predict the reactants needed to synthesize it. The reactants are: [Cl:1][C:2]1[CH:3]=[C:4]2[C:8](=[C:9]([C:11]([OH:13])=O)[CH:10]=1)[NH:7][CH:6]=[CH:5]2.CN(C(ON1N=NC2C=CC=CC1=2)=[N+](C)C)C.[B-](F)(F)(F)F.C(N(CC)C(C)C)(C)C.[C:45]([C:49]1[CH:66]=[CH:65][C:52]([CH2:53][NH:54][CH2:55][CH:56]([C:58]2[CH:63]=[CH:62][C:61]([Cl:64])=[CH:60][CH:59]=2)[OH:57])=[CH:51][CH:50]=1)([CH3:48])([CH3:47])[CH3:46]. (10) Given the product [CH:1]1([C:4]2[N:8]([CH2:9][C:10]3[C:11]([F:20])=[CH:12][C:13]([O:17][CH2:18][CH3:19])=[CH:14][C:15]=3[F:16])[N:7]=[C:6]([C:21]3[N:26]=[C:25]([NH:27][C:33]4[CH:38]=[CH:37][N:36]=[CH:35][CH:34]=4)[C:24]([O:28][CH3:29])=[CH:23][N:22]=3)[C:5]=2[CH3:30])[CH2:3][CH2:2]1, predict the reactants needed to synthesize it. The reactants are: [CH:1]1([C:4]2[N:8]([CH2:9][C:10]3[C:15]([F:16])=[CH:14][C:13]([O:17][CH2:18][CH3:19])=[CH:12][C:11]=3[F:20])[N:7]=[C:6]([C:21]3[N:26]=[C:25]([NH2:27])[C:24]([O:28][CH3:29])=[CH:23][N:22]=3)[C:5]=2[CH3:30])[CH2:3][CH2:2]1.Cl.Br[C:33]1[CH:38]=[CH:37][N:36]=[CH:35][CH:34]=1.C(=O)([O-])[O-].[Cs+].[Cs+].